Dataset: Catalyst prediction with 721,799 reactions and 888 catalyst types from USPTO. Task: Predict which catalyst facilitates the given reaction. (1) Reactant: [C:1](=[O:4])([O-])[O-:2].[K+].[K+].[C:7]([C:9]1[CH:25]=[CH:24][C:12]2[CH2:13][CH2:14][N:15](C(=O)C(F)(F)F)[CH2:16][CH2:17][C:11]=2[C:10]=1[S:26][C:27](=[O:31])[N:28]([CH3:30])[CH3:29])#[N:8].O.C(Cl)Cl. Product: [C:9]([O:2][C:1]([N:15]1[CH2:16][CH2:17][C:11]2[C:10]([S:26][C:27](=[O:31])[N:28]([CH3:29])[CH3:30])=[C:9]([C:7]#[N:8])[CH:25]=[CH:24][C:12]=2[CH2:13][CH2:14]1)=[O:4])([CH3:25])([CH3:10])[CH3:7]. The catalyst class is: 5. (2) Reactant: [Cl-].[CH3:2][O:3][CH2:4][P+](C1C=CC=CC=1)(C1C=CC=CC=1)C1C=CC=CC=1.CC(C)([O-])C.[K+].[O:30]1[C:34]2([CH2:39][CH2:38][CH:37]([CH:40]3[CH2:45][CH2:44][C:43](=O)[CH2:42][CH2:41]3)[CH2:36][CH2:35]2)[O:33][CH2:32][CH2:31]1. Product: [CH3:2][O:3][CH:4]=[C:43]1[CH2:44][CH2:45][CH:40]([CH:37]2[CH2:38][CH2:39][C:34]3([O:33][CH2:32][CH2:31][O:30]3)[CH2:35][CH2:36]2)[CH2:41][CH2:42]1. The catalyst class is: 1.